Predict which catalyst facilitates the given reaction. From a dataset of Catalyst prediction with 721,799 reactions and 888 catalyst types from USPTO. (1) Reactant: [NH:1]1[C:5]2=[N:6][CH:7]=[CH:8][CH:9]=[C:4]2[C:3]([C:10]([O:12][CH2:13][CH3:14])=[O:11])=[N:2]1.[H-].[Na+].[CH2:17](Br)[C:18]1[CH:23]=[CH:22][CH:21]=[CH:20][CH:19]=1. Product: [CH2:17]([N:1]1[C:5]2=[N:6][CH:7]=[CH:8][CH:9]=[C:4]2[C:3]([C:10]([O:12][CH2:13][CH3:14])=[O:11])=[N:2]1)[C:18]1[CH:23]=[CH:22][CH:21]=[CH:20][CH:19]=1. The catalyst class is: 3. (2) Reactant: [NH2:1][C:2]1[N:3]=[CH:4][C:5]2[CH:11]=[C:10]([C:12]3[CH:17]=[CH:16][C:15]([C:18]4[CH:23]=[N:22][CH:21]=[C:20]([CH3:24])[N:19]=4)=[CH:14][C:13]=3[Cl:25])[C:9](=[O:26])[N:8]([CH2:27][CH:28]3[O:33][CH2:32][CH:31]([NH:34]C(=O)OC(C)(C)C)[CH2:30][O:29]3)[C:6]=2[N:7]=1.C(O)(C(F)(F)F)=O. Product: [NH2:1][C:2]1[N:3]=[CH:4][C:5]2[CH:11]=[C:10]([C:12]3[CH:17]=[CH:16][C:15]([C:18]4[CH:23]=[N:22][CH:21]=[C:20]([CH3:24])[N:19]=4)=[CH:14][C:13]=3[Cl:25])[C:9](=[O:26])[N:8]([CH2:27][CH:28]3[O:29][CH2:30][CH:31]([NH2:34])[CH2:32][O:33]3)[C:6]=2[N:7]=1. The catalyst class is: 2. (3) Product: [CH3:19][C:14]1([CH3:20])[C:15]([CH3:18])([CH3:17])[O:16][B:12]([C:2]2[CH:3]=[C:4]3[CH2:10][C:9](=[O:11])[NH:8][C:5]3=[N:6][CH:7]=2)[O:13]1. The catalyst class is: 151. Reactant: Br[C:2]1[CH:3]=[C:4]2[CH2:10][C:9](=[O:11])[NH:8][C:5]2=[N:6][CH:7]=1.[B:12]1([B:12]2[O:16][C:15]([CH3:18])([CH3:17])[C:14]([CH3:20])([CH3:19])[O:13]2)[O:16][C:15]([CH3:18])([CH3:17])[C:14]([CH3:20])([CH3:19])[O:13]1.C(O[K])(C)=O.O. (4) Reactant: [CH2:1]([O:4][C:5]1[CH:6]=[C:7]([C:14]([N:16]([CH3:18])[CH3:17])=[O:15])[CH:8]=[C:9]([CH:13]=1)[C:10]([OH:12])=O)[CH:2]=[CH2:3].C1C=CC2N(O)N=NC=2C=1.CCN=C=NCCCN(C)C.Cl.Cl.[CH2:42]([O:45][C:46]1[CH:47]=[C:48]([CH2:52][C@H:53]([NH2:58])[C@H:54]([OH:57])[CH2:55][Cl:56])[CH:49]=[CH:50][CH:51]=1)[CH:43]=[CH2:44].CCN(C(C)C)C(C)C. Product: [CH2:1]([O:4][C:5]1[CH:6]=[C:7]([C:14]([N:16]([CH3:18])[CH3:17])=[O:15])[CH:8]=[C:9]([CH:13]=1)[C:10]([NH:58][C@@H:53]([CH2:52][C:48]1[CH:49]=[CH:50][CH:51]=[C:46]([O:45][CH2:42][CH:43]=[CH2:44])[CH:47]=1)[C@H:54]([OH:57])[CH2:55][Cl:56])=[O:12])[CH:2]=[CH2:3]. The catalyst class is: 497. (5) Reactant: [NH:1]1[C:9]2[C:4](=[CH:5][CH:6]=[CH:7][CH:8]=2)[CH:3]=[CH:2]1.[CH2:10]1[CH2:15][CH:14]2[O:16][C:15]3(O)[CH:14]([O:16][C:13]2(O)[CH2:12][CH2:11]1)[CH2:13][CH2:12][CH2:11][CH2:10]3.N. Product: [NH:1]1[C:9]2[C:4](=[CH:5][CH:6]=[CH:7][CH:8]=2)[C:3]([CH:13]2[CH2:12][CH2:11][CH2:10][CH2:15][C:14]2=[O:16])=[CH:2]1. The catalyst class is: 15. (6) Reactant: [NH2:1][CH2:2][C:3]1[CH:12]=[C:11]2[C:6]([C:7]([C:25]3[CH:30]=[CH:29][C:28]([CH3:31])=[C:27]([CH3:32])[CH:26]=3)=[C:8]([CH:15]([O:20][C:21]([CH3:24])([CH3:23])[CH3:22])[C:16]([O:18]C)=[O:17])[N:9]([CH3:14])[C:10]2=[O:13])=[CH:5][CH:4]=1.CCN(CC)CC.[C:40](OC(=O)C)(=[O:42])[CH3:41]. Product: [C:40]([NH:1][CH2:2][C:3]1[CH:12]=[C:11]2[C:6]([C:7]([C:25]3[CH:30]=[CH:29][C:28]([CH3:31])=[C:27]([CH3:32])[CH:26]=3)=[C:8]([CH:15]([O:20][C:21]([CH3:22])([CH3:24])[CH3:23])[C:16]([OH:18])=[O:17])[N:9]([CH3:14])[C:10]2=[O:13])=[CH:5][CH:4]=1)(=[O:42])[CH3:41]. The catalyst class is: 4.